Dataset: Reaction yield outcomes from USPTO patents with 853,638 reactions. Task: Predict the reaction yield, written as a fraction of the theoretical maximum amount of product (1.0 means a 100% yield; for example, 0.34 means a 34% yield). (1) The reactants are [F:1][C:2]1[CH:8]=[C:7]([I:9])[CH:6]=[CH:5][C:3]=1[NH2:4].C(N(CC)CC)C.C1N=C[N:19]([C:22](N2C=NC=C2)=[O:23])C=1.N. The catalyst is C(Cl)(Cl)Cl. The product is [F:1][C:2]1[CH:8]=[C:7]([I:9])[CH:6]=[CH:5][C:3]=1[NH:4][C:22]([NH2:19])=[O:23]. The yield is 0.988. (2) The yield is 0.580. The catalyst is C1COCC1. The product is [CH3:14][C:8]([C:15]1[NH:16][C:17]2[C:22]([CH:23]=1)=[CH:21][C:20]([N+:24]([O-:26])=[O:25])=[CH:19][CH:18]=2)([CH3:7])[CH2:9][OH:10]. The reactants are [H-].[H-].[H-].[H-].[Li+].[Al+3].[CH3:7][C:8]([C:15]1[NH:16][C:17]2[C:22]([CH:23]=1)=[CH:21][C:20]([N+:24]([O-:26])=[O:25])=[CH:19][CH:18]=2)([CH3:14])[C:9](OCC)=[O:10].O.[OH-].[Na+]. (3) The product is [C:1]([O:5][CH2:6][C@H:7]([CH3:28])[O:8][C:9]1[CH:10]=[C:11]([CH:14]=[C:15]([O:17][C:18]2[CH:23]=[CH:22][C:21]([S:24]([CH3:27])(=[O:26])=[O:25])=[CH:20][CH:19]=2)[CH:16]=1)[C:12]([OH:34])=[O:32])([CH3:4])([CH3:3])[CH3:2]. The reactants are [C:1]([O:5][CH2:6][C@H:7]([CH3:28])[O:8][C:9]1[CH:10]=[C:11]([CH:14]=[C:15]([O:17][C:18]2[CH:23]=[CH:22][C:21]([S:24]([CH3:27])(=[O:26])=[O:25])=[CH:20][CH:19]=2)[CH:16]=1)[C:12]#N)([CH3:4])([CH3:3])[CH3:2].C(O)C.[OH-:32].[Na+].[OH2:34]. No catalyst specified. The yield is 0.699. (4) The reactants are [P:1]([O:44]C(C)(C)C)([O:39]C(C)(C)C)([O:3][CH2:4][C@@H:5]([NH:14][C:15](=[O:38])[C:16]1[CH:21]=[CH:20][C:19]([C:22]2[C:27]([NH2:28])=[N:26][CH:25]=[C:24]([C@H:29]3[CH2:34][CH2:33][C@H:32]([OH:35])[C@@H:31]([F:36])[CH2:30]3)[N:23]=2)=[CH:18][C:17]=1[F:37])[C:6]1[CH:11]=[C:10]([I:12])[CH:9]=[C:8]([F:13])[CH:7]=1)=[O:2].Cl.O1CCOCC1. The catalyst is CO. The product is [P:1]([OH:39])([OH:44])([O:3][CH2:4][C@@H:5]([NH:14][C:15](=[O:38])[C:16]1[CH:21]=[CH:20][C:19]([C:22]2[C:27]([NH2:28])=[N:26][CH:25]=[C:24]([C@H:29]3[CH2:34][CH2:33][C@H:32]([OH:35])[C@@H:31]([F:36])[CH2:30]3)[N:23]=2)=[CH:18][C:17]=1[F:37])[C:6]1[CH:11]=[C:10]([I:12])[CH:9]=[C:8]([F:13])[CH:7]=1)=[O:2]. The yield is 0.940.